Dataset: Forward reaction prediction with 1.9M reactions from USPTO patents (1976-2016). Task: Predict the product of the given reaction. (1) Given the reactants [F:1][C:2]([F:18])([F:17])[C:3]1[O:7][N:6]=[C:5]([C:8]2[CH:16]=[CH:15][C:11]([C:12]([OH:14])=O)=[CH:10][CH:9]=2)[N:4]=1.CN(C(F)=[N+](C)C)C.F[P-](F)(F)(F)(F)F.[CH3:34][C:35]1[CH:40]=[C:39]([NH2:41])[CH:38]=[CH:37][N:36]=1.CCN(C(C)C)C(C)C, predict the reaction product. The product is: [CH3:34][C:35]1[CH:40]=[C:39]([NH:41][C:12](=[O:14])[C:11]2[CH:10]=[CH:9][C:8]([C:5]3[N:4]=[C:3]([C:2]([F:1])([F:18])[F:17])[O:7][N:6]=3)=[CH:16][CH:15]=2)[CH:38]=[CH:37][N:36]=1. (2) Given the reactants [C:1]([OH:6])(=[O:5])[C:2]([CH3:4])=[CH2:3].Cl[CH2:8][O:9][CH:10]1[CH2:18][C:17]2[C:12](=[CH:13][CH:14]=[CH:15][CH:16]=2)[CH2:11]1.C1(C)C=CC=CC=1, predict the reaction product. The product is: [C:1]([O:6][CH2:8][O:9][CH:10]1[CH2:18][C:17]2[C:12](=[CH:13][CH:14]=[CH:15][CH:16]=2)[CH2:11]1)(=[O:5])[C:2]([CH3:4])=[CH2:3]. (3) The product is: [CH2:1]([O:3][C:4](=[O:23])[CH2:5][C:6]1[CH:11]=[CH:10][C:9]([NH:12][C:13]2[C:18]([NH2:19])=[CH:17][CH:16]=[CH:15][N:14]=2)=[CH:8][C:7]=1[Cl:22])[CH3:2]. Given the reactants [CH2:1]([O:3][C:4](=[O:23])[CH2:5][C:6]1[CH:11]=[CH:10][C:9]([NH:12][C:13]2[C:18]([N+:19]([O-])=O)=[CH:17][CH:16]=[CH:15][N:14]=2)=[CH:8][C:7]=1[Cl:22])[CH3:2].CCO, predict the reaction product. (4) Given the reactants C(O)=O.CCN(CC)CC.[CH2:11]([O:18][C:19]1[CH:20]=[C:21]([C:25](=[O:29])[CH2:26][C:27]#[N:28])[CH:22]=[CH:23][CH:24]=1)[C:12]1[CH:17]=[CH:16][CH:15]=[CH:14][CH:13]=1.C([O-])(O)=O.[Na+], predict the reaction product. The product is: [CH2:11]([O:18][C:19]1[CH:20]=[C:21]([C@H:25]([OH:29])[CH2:26][C:27]#[N:28])[CH:22]=[CH:23][CH:24]=1)[C:12]1[CH:13]=[CH:14][CH:15]=[CH:16][CH:17]=1. (5) Given the reactants [OH:1][C@H:2]([C@@H:8]([OH:35])[C:9]1[C:17]2[C:12](=[CH:13][CH:14]=[CH:15][CH:16]=2)[N:11]([C:18]2[CH:23]=[CH:22][C:21]([O:24][C:25]3[CH:30]=[CH:29][C:28]([C:31]([F:34])([F:33])[F:32])=[CH:27][N:26]=3)=[CH:20][CH:19]=2)[CH:10]=1)[C:3]([O:5][CH2:6][CH3:7])=[O:4].CC[C@@H]1[C@@H]2C[C@H]([C@@H](OC3C4C(=CC=CC=4)C(O[C@@H](C4C=CN=C5C=4C=C(OC)C=C5)[C@@H]4N5C[C@H](CC)[C@@H](CC5)C4)=NN=3)C3C=CN=C4C=3C=C(OC)C=C4)N(CC2)C1, predict the reaction product. The product is: [OH:1][C@@H:2]([C@H:8]([OH:35])[C:9]1[C:17]2[C:12](=[CH:13][CH:14]=[CH:15][CH:16]=2)[N:11]([C:18]2[CH:19]=[CH:20][C:21]([O:24][C:25]3[CH:30]=[CH:29][C:28]([C:31]([F:33])([F:34])[F:32])=[CH:27][N:26]=3)=[CH:22][CH:23]=2)[CH:10]=1)[C:3]([O:5][CH2:6][CH3:7])=[O:4]. (6) Given the reactants [C:1]1([C:7]2[N:8]=[C:9]([C@H:12]3[CH2:17][CH2:16][C@H:15]([C:18]([O:20]C)=[O:19])[CH2:14][CH2:13]3)[NH:10][CH:11]=2)[CH:6]=[CH:5][CH:4]=[CH:3][CH:2]=1.O.[OH-].[Li+], predict the reaction product. The product is: [C:1]1([C:7]2[N:8]=[C:9]([C@H:12]3[CH2:13][CH2:14][C@H:15]([C:18]([OH:20])=[O:19])[CH2:16][CH2:17]3)[NH:10][CH:11]=2)[CH:2]=[CH:3][CH:4]=[CH:5][CH:6]=1. (7) Given the reactants [CH2:1]([O:3][C:4]([C:6]1[S:10][C:9]([NH2:11])=[N:8][C:7]=1[C:12]1[CH:17]=[CH:16][CH:15]=[C:14]([Cl:18])[CH:13]=1)=[O:5])[CH3:2].C(=O)([O-])[O-].[Cs+].[Cs+].CN(C)C=O.[CH3:30][O:31][CH:32]([O:43][CH3:44])[C:33]1[CH:38]=[CH:37][C:36]([N+:39]([O-:41])=[O:40])=[C:35](F)[CH:34]=1, predict the reaction product. The product is: [CH2:1]([O:3][C:4]([C:6]1[S:10][C:9]([NH:11][C:35]2[CH:34]=[C:33]([CH:32]([O:43][CH3:44])[O:31][CH3:30])[CH:38]=[CH:37][C:36]=2[N+:39]([O-:41])=[O:40])=[N:8][C:7]=1[C:12]1[CH:17]=[CH:16][CH:15]=[C:14]([Cl:18])[CH:13]=1)=[O:5])[CH3:2].